Predict the reactants needed to synthesize the given product. From a dataset of Retrosynthesis with 50K atom-mapped reactions and 10 reaction types from USPTO. (1) Given the product O=C(Nc1ccc(-c2cnc(C3CCC(C(=O)O)CC3)s2)cc1)Nc1c(F)cccc1F, predict the reactants needed to synthesize it. The reactants are: COC(=O)C1CCC(c2ncc(-c3ccc(NC(=O)Nc4c(F)cccc4F)cc3)s2)CC1. (2) The reactants are: CC(C)(C)[Si](C)(C)OCCBr.CC1(C)OB(c2cnn(C3CCNCC3)c2)OC1(C)C. Given the product CC1(C)OB(c2cnn(C3CCN(CCO[Si](C)(C)C(C)(C)C)CC3)c2)OC1(C)C, predict the reactants needed to synthesize it. (3) Given the product COC(=O)CCc1ccc(OCCCc2ccccc2)cc1, predict the reactants needed to synthesize it. The reactants are: COC(=O)CCc1ccc(O)cc1.OCCCc1ccccc1. (4) The reactants are: CC(C)c1ccc2c(Nc3cc(C(=O)O)ccc3Sc3ccc(NC(=O)OC(C)(C)C)cc3)ncnc2n1.NCc1ccccc1. Given the product CC(C)c1ccc2c(Nc3cc(C(=O)NCc4ccccc4)ccc3Sc3ccc(NC(=O)OC(C)(C)C)cc3)ncnc2n1, predict the reactants needed to synthesize it. (5) Given the product CS(=O)(=O)c1ccc(N2CCC3(CC2)OCCO3)cc1, predict the reactants needed to synthesize it. The reactants are: C1CC2(CCN1)OCCO2.CS(=O)(=O)c1ccc(F)cc1. (6) Given the product CCN1CCN2c3ccccc3NC(=O)CC2C1, predict the reactants needed to synthesize it. The reactants are: CCBr.O=C1CC2CNCCN2c2ccccc2N1.